From a dataset of Cav3 T-type calcium channel HTS with 100,875 compounds. Binary Classification. Given a drug SMILES string, predict its activity (active/inactive) in a high-throughput screening assay against a specified biological target. (1) The molecule is OC(c1n(C(C)C)c2c(n1)cccc2)c1cc2OCOc2cc1. The result is 0 (inactive). (2) The molecule is O=C1/C(=c2/[nH]c(nc(n2)N)N)C=CC=C1. The result is 0 (inactive). (3) The result is 0 (inactive). The compound is O(c1ccc(cc1)/C=N\O)c1nc(cc(OC)n1)C. (4) The compound is S(=O)(=O)(c1cc2c(NC(=O)C2)cc1)CC(OC)=O. The result is 0 (inactive). (5) The compound is Clc1c(CS(=O)Cc2n(c(SCc3ccc(Cl)cc3)nn2)C)c(Cl)ccc1. The result is 0 (inactive). (6) The compound is Clc1n(CCC(C)C)c2c(n(c(=O)n(c2=O)C)C)n1. The result is 0 (inactive). (7) The drug is S(c1ncc(/C=C2\C(=O)N(CCCC)C(=O)NC2=O)cn1)C. The result is 0 (inactive). (8) The result is 0 (inactive). The drug is S(=O)(=O)(N(Cc1ccc(C(=O)NC2C(O)CCCC2)cc1)c1ccccc1)C. (9) The drug is O=C1n2[nH]cnc2=NC(C1)C(=O)Nc1ccc(OC)cc1. The result is 0 (inactive).